Dataset: NCI-60 drug combinations with 297,098 pairs across 59 cell lines. Task: Regression. Given two drug SMILES strings and cell line genomic features, predict the synergy score measuring deviation from expected non-interaction effect. (1) Drug 1: CC12CCC3C(C1CCC2=O)CC(=C)C4=CC(=O)C=CC34C. Drug 2: C1=CC(=CC=C1CCCC(=O)O)N(CCCl)CCCl. Cell line: ACHN. Synergy scores: CSS=52.5, Synergy_ZIP=1.67, Synergy_Bliss=1.37, Synergy_Loewe=-0.239, Synergy_HSA=4.54. (2) Drug 1: C1=NC2=C(N=C(N=C2N1C3C(C(C(O3)CO)O)F)Cl)N. Drug 2: CC1=C(C(=CC=C1)Cl)NC(=O)C2=CN=C(S2)NC3=CC(=NC(=N3)C)N4CCN(CC4)CCO. Cell line: MCF7. Synergy scores: CSS=2.44, Synergy_ZIP=-2.59, Synergy_Bliss=-2.62, Synergy_Loewe=-1.74, Synergy_HSA=-1.81. (3) Drug 1: CCN(CC)CCNC(=O)C1=C(NC(=C1C)C=C2C3=C(C=CC(=C3)F)NC2=O)C. Drug 2: C(CN)CNCCSP(=O)(O)O. Cell line: OVCAR-4. Synergy scores: CSS=-7.00, Synergy_ZIP=4.56, Synergy_Bliss=1.65, Synergy_Loewe=-4.94, Synergy_HSA=-5.35.